This data is from Forward reaction prediction with 1.9M reactions from USPTO patents (1976-2016). The task is: Predict the product of the given reaction. (1) Given the reactants C(OC([N:8]([C:26]1[CH:30]=[C:29]([CH3:31])[N:28](C(OC(C)(C)C)=O)[N:27]=1)[C:9]1[C:18]2[C:13](=[CH:14][C:15]([C:19](O)=[O:20])=[CH:16][CH:17]=2)[C:12](=[O:22])[N:11]([CH:23]([CH3:25])[CH3:24])[N:10]=1)=O)(C)(C)C.[NH:39]1[CH2:44][CH2:43][O:42][CH2:41][CH2:40]1.F[B-](F)(F)F.N1(OC(N(C)C)=[N+](C)C)C2C=CC=CC=2N=N1, predict the reaction product. The product is: [CH:23]([N:11]1[N:10]=[C:9]([NH:8][C:26]2[CH:30]=[C:29]([CH3:31])[NH:28][N:27]=2)[C:18]2[C:13](=[CH:14][C:15]([C:19]([N:39]3[CH2:44][CH2:43][O:42][CH2:41][CH2:40]3)=[O:20])=[CH:16][CH:17]=2)[C:12]1=[O:22])([CH3:25])[CH3:24]. (2) Given the reactants [NH2:1][C:2]1[C:9]([O:10]C)=[CH:8][CH:7]=[CH:6][C:3]=1[C:4]#[N:5].B(Br)(Br)Br, predict the reaction product. The product is: [NH2:1][C:2]1[C:9]([OH:10])=[CH:8][CH:7]=[CH:6][C:3]=1[C:4]#[N:5]. (3) Given the reactants [O:1]1[CH2:5][CH2:4][C@@H:3]([NH:6][C:7]2[N:15]=[CH:14][N:13]=[C:12]3[C:8]=2[N:9]=[CH:10][N:11]3[C@@H:16]2[O:20][C@H:19]([CH2:21][S:22][C:23]3C=CC=CC=3C(OC)=O)[C@@H:18]([OH:33])[C@H:17]2[OH:34])[CH2:2]1.S[C:36]1[N:37](C)[CH:38]=[CH:39][N:40]=1.C(C1C=CC=CC=1S)(OC)=O, predict the reaction product. The product is: [O:1]1[CH2:5][CH2:4][C@H:3]([NH:6][C:7]2[N:15]=[CH:14][N:13]=[C:12]3[C:8]=2[N:9]=[CH:10][N:11]3[C@H:16]2[C@H:17]([OH:34])[C@H:18]([OH:33])[C@@H:19]([CH2:21][S:22][C:23]3[N:37]([CH3:36])[CH:38]=[CH:39][N:40]=3)[O:20]2)[CH2:2]1.